From a dataset of Forward reaction prediction with 1.9M reactions from USPTO patents (1976-2016). Predict the product of the given reaction. Given the reactants [N+:1]([C:4]1[CH:5]=[N:6][C:7]([N:10]2[CH:14]=[C:13]([C:15]([F:18])([F:17])[F:16])[CH:12]=[N:11]2)=[N:8][CH:9]=1)([O-])=O, predict the reaction product. The product is: [F:18][C:15]([F:16])([F:17])[C:13]1[CH:12]=[N:11][N:10]([C:7]2[N:8]=[CH:9][C:4]([NH2:1])=[CH:5][N:6]=2)[CH:14]=1.